From a dataset of Full USPTO retrosynthesis dataset with 1.9M reactions from patents (1976-2016). Predict the reactants needed to synthesize the given product. (1) Given the product [Cl-:10].[CH2:12]([C:13]1[C:22]2[C:17](=[CH:18][C:19]3[O:25][CH2:24][O:23][C:20]=3[CH:21]=2)[CH2:16][CH2:15][N+:14]=1[CH2:26][C:27]1[CH:32]=[CH:31][C:30]([F:33])=[C:29]([F:34])[CH:28]=1)[CH2:1][CH2:2][CH2:3][CH2:4][CH2:5][CH3:6], predict the reactants needed to synthesize it. The reactants are: [C:1]([Cl:10])(=O)[CH2:2][CH2:3][CH2:4][CH2:5][CH2:6]CC.[Cl-].[CH3:12][C:13]1[C:22]2[C:17](=[CH:18][C:19]3[O:25][CH2:24][O:23][C:20]=3[CH:21]=2)[CH2:16][CH2:15][N+:14]=1[CH2:26][C:27]1[CH:32]=[CH:31][C:30]([F:33])=[C:29]([F:34])[CH:28]=1. (2) Given the product [CH2:1]([C:3]1[CH:8]=[CH:7][C:6]([C@H:9]2[CH2:14][C@@H:13]([C:15]([F:18])([F:17])[F:16])[N:12]3[N:19]=[CH:20][C:21]([C:22]([NH:68][CH2:67][C:61]4[CH:62]=[N:63][C:64]([O:65][CH3:66])=[C:59]([F:58])[CH:60]=4)=[O:23])=[C:11]3[NH:10]2)=[CH:5][CH:4]=1)[CH3:2], predict the reactants needed to synthesize it. The reactants are: [CH2:1]([C:3]1[CH:8]=[CH:7][C:6]([C@H:9]2[CH2:14][C@@H:13]([C:15]([F:18])([F:17])[F:16])[N:12]3[N:19]=[CH:20][C:21]([C:22](O)=[O:23])=[C:11]3[NH:10]2)=[CH:5][CH:4]=1)[CH3:2].CN(C(ON1N=NC2C=CC=NC1=2)=[N+](C)C)C.F[P-](F)(F)(F)(F)F.C(N(CC)C(C)C)(C)C.[F:58][C:59]1[CH:60]=[C:61]([CH2:67][NH2:68])[CH:62]=[N:63][C:64]=1[O:65][CH3:66]. (3) Given the product [NH2:8][C@@H:9]1[CH2:13][CH2:12][N:11]([S:14]([C:17]2[C:18]3[C:19]([Cl:28])=[CH:20][N:21]=[C:22]([NH2:36])[C:23]=3[CH:24]=[CH:25][CH:26]=2)(=[O:16])=[O:15])[CH2:10]1.[ClH:27], predict the reactants needed to synthesize it. The reactants are: C(OC([NH:8][C@@H:9]1[CH2:13][CH2:12][N:11]([S:14]([C:17]2[C:18]3[C:19]([Cl:28])=[CH:20][N:21]=[C:22]([Cl:27])[C:23]=3[CH:24]=[CH:25][CH:26]=2)(=[O:16])=[O:15])[CH2:10]1)=O)(C)(C)C.C(OC([NH:36][C@H]1CCN(S(C2C3C(Cl)=CN=C(Cl)C=3C=CC=2)(=O)=O)C1)=O)(C)(C)C. (4) The reactants are: [OH:1][CH:2]1[CH2:7][CH2:6][N:5]([C:8]([O:10][C:11]([CH3:14])([CH3:13])[CH3:12])=[O:9])[CH2:4][CH2:3]1.CN(C)C=O.[H-].[Na+].[F:22][C:23]1[CH:24]=[N:25][CH:26]=[C:27](F)[CH:28]=1. Given the product [F:22][C:23]1[CH:28]=[C:27]([O:1][CH:2]2[CH2:3][CH2:4][N:5]([C:8]([O:10][C:11]([CH3:14])([CH3:13])[CH3:12])=[O:9])[CH2:6][CH2:7]2)[CH:26]=[N:25][CH:24]=1, predict the reactants needed to synthesize it. (5) Given the product [C:17]12([S:27][CH2:28][C:29]([NH:1][N:2]3[N:11]=[C:10]([C:12]([F:15])([F:13])[F:14])[C:9]4[C:4](=[CH:5][CH:6]=[CH:7][CH:8]=4)[C:3]3=[O:16])=[O:30])[CH2:26][CH:21]3[CH2:22][CH:23]([CH2:25][CH:19]([CH2:20]3)[CH2:18]1)[CH2:24]2, predict the reactants needed to synthesize it. The reactants are: [NH2:1][N:2]1[N:11]=[C:10]([C:12]([F:15])([F:14])[F:13])[C:9]2[C:4](=[CH:5][CH:6]=[CH:7][CH:8]=2)[C:3]1=[O:16].[C:17]12([S:27][CH2:28][C:29](O)=[O:30])[CH2:26][CH:21]3[CH2:22][CH:23]([CH2:25][CH:19]([CH2:20]3)[CH2:18]1)[CH2:24]2. (6) Given the product [NH2:15][C:16]1[N:21]=[CH:20][N:19]=[C:18]2[N:22]([CH:33]3[CH2:34][CH2:35][CH2:36][CH2:37]3)[N:23]=[C:24]([C:25]3[CH:26]=[CH:27][C:28]([CH:29]([C:2]4[S:1][C:5]5[CH:6]=[CH:7][CH:8]=[CH:9][C:4]=5[N:3]=4)[OH:30])=[CH:31][CH:32]=3)[C:17]=12, predict the reactants needed to synthesize it. The reactants are: [S:1]1[C:5]2[CH:6]=[CH:7][CH:8]=[CH:9][C:4]=2[N:3]=[CH:2]1.C([Li])CCC.[NH2:15][C:16]1[N:21]=[CH:20][N:19]=[C:18]2[N:22]([CH:33]3[CH2:37][CH2:36][CH2:35][CH2:34]3)[N:23]=[C:24]([C:25]3[CH:32]=[CH:31][C:28]([CH:29]=[O:30])=[CH:27][CH:26]=3)[C:17]=12. (7) Given the product [Br:1][C:2]1[C:3]([NH:9][C:10]2[CH:19]=[CH:18][CH:17]=[CH:16][C:11]=2[C:12]([NH:14][CH3:15])=[O:13])=[N:4][C:5]([NH:20][C:21]2[C:33]([O:34][CH3:35])=[CH:32][C:24]3[CH2:25][CH2:26][O:27][C:28](=[O:31])[N:29]([CH3:30])[C:23]=3[CH:22]=2)=[N:6][CH:7]=1, predict the reactants needed to synthesize it. The reactants are: [Br:1][C:2]1[C:3]([NH:9][C:10]2[CH:19]=[CH:18][CH:17]=[CH:16][C:11]=2[C:12]([NH:14][CH3:15])=[O:13])=[N:4][C:5](Cl)=[N:6][CH:7]=1.[NH2:20][C:21]1[C:33]([O:34][CH3:35])=[CH:32][C:24]2[CH2:25][CH2:26][O:27][C:28](=[O:31])[N:29]([CH3:30])[C:23]=2[CH:22]=1. (8) Given the product [ClH:28].[OH:1][CH2:2][C:3]([N:5]1[C:9]([CH:10]2[CH2:15][CH2:14][NH:13][CH2:12][CH2:11]2)=[C:8]([C:16]2[CH:21]=[CH:20][N:19]=[CH:18][N:17]=2)[C:7]([C:22]2[CH:23]=[CH:24][C:25]([Cl:28])=[CH:26][CH:27]=2)=[N:6]1)=[O:4], predict the reactants needed to synthesize it. The reactants are: [OH:1][CH2:2][C:3]([N:5]1[C:9]([CH:10]2[CH2:15][CH2:14][NH:13][CH2:12][CH2:11]2)=[C:8]([C:16]2[CH:21]=[CH:20][N:19]=[CH:18][N:17]=2)[C:7]([C:22]2[CH:27]=[CH:26][C:25]([Cl:28])=[CH:24][CH:23]=2)=[N:6]1)=[O:4].Cl.